This data is from Catalyst prediction with 721,799 reactions and 888 catalyst types from USPTO. The task is: Predict which catalyst facilitates the given reaction. (1) Reactant: Cl[C:2]1[CH:7]=[CH:6][C:5]([O:8][CH2:9][O:10][CH3:11])=[CH:4][N:3]=1.[CH3:12][C:13]([CH3:17])=[CH:14][Mg]Br. Product: [CH3:11][O:10][CH2:9][O:8][C:5]1[CH:6]=[CH:7][C:2]([CH:12]=[C:13]([CH3:17])[CH3:14])=[N:3][CH:4]=1. The catalyst class is: 450. (2) Reactant: [Cl:1][CH2:2][CH2:3][CH2:4][N:5]1[CH2:9][CH2:8][CH2:7][CH2:6]1.[Cl:10][C:11]1[CH:30]=[CH:29][C:14]([NH:15][C:16]2[C:25]3[C:20](=[CH:21][C:22]([OH:28])=[C:23]([O:26][CH3:27])[CH:24]=3)[N:19]=[CH:18][N:17]=2)=[C:13]([F:31])[CH:12]=1.C(=O)([O-])[O-].[K+].[K+]. Product: [OH2:26].[ClH:1].[Cl:10][C:11]1[CH:30]=[CH:29][C:14]([NH:15][C:16]2[C:25]3[C:20](=[CH:21][C:22]([O:28][CH2:2][CH2:3][CH2:4][N:5]4[CH2:9][CH2:8][CH2:7][CH2:6]4)=[C:23]([O:26][CH3:27])[CH:24]=3)[N:19]=[CH:18][N:17]=2)=[C:13]([F:31])[CH:12]=1. The catalyst class is: 3. (3) Reactant: C([NH:3][CH:4]([CH:10]([CH3:18])[CH2:11][CH2:12][CH2:13][CH2:14][CH2:15][CH2:16][CH3:17])[C:5]([O:7]CC)=[O:6])=O.Cl.[Cl:20]CCl.CO. Product: [ClH:20].[NH2:3][CH:4]([CH:10]([CH3:18])[CH2:11][CH2:12][CH2:13][CH2:14][CH2:15][CH2:16][CH3:17])[C:5]([OH:7])=[O:6]. The catalyst class is: 15. (4) Reactant: [C:1]([O:5][C:6]([NH:8][C:9](=[N:32][C:33]([O:35][C:36]([CH3:39])([CH3:38])[CH3:37])=[O:34])[NH:10][C:11]1[CH:31]=[CH:30][C:14]([C:15]([O:17][C:18]2[CH:23]=[CH:22][C:21]([CH2:24][CH2:25][C:26](O)=[O:27])=[C:20]([Cl:29])[CH:19]=2)=[O:16])=[CH:13][CH:12]=1)=[O:7])([CH3:4])([CH3:3])[CH3:2].ClC(N(C)C)=C(C)C.[C:48]([O:52][C:53](=[O:70])[CH2:54][C:55]1[CH:56]=[C:57]([NH:61][CH2:62][C:63]([O:65][C:66]([CH3:69])([CH3:68])[CH3:67])=[O:64])[CH:58]=[CH:59][CH:60]=1)([CH3:51])([CH3:50])[CH3:49].N1C=CC=CC=1. Product: [C:36]([O:35][C:33]([NH:32][C:9](=[N:8][C:6]([O:5][C:1]([CH3:4])([CH3:3])[CH3:2])=[O:7])[NH:10][C:11]1[CH:12]=[CH:13][C:14]([C:15]([O:17][C:18]2[CH:23]=[CH:22][C:21]([CH2:24][CH2:25][C:26]([N:61]([CH2:62][C:63]([O:65][C:66]([CH3:69])([CH3:68])[CH3:67])=[O:64])[C:57]3[CH:58]=[CH:59][CH:60]=[C:55]([CH2:54][C:53]([O:52][C:48]([CH3:50])([CH3:51])[CH3:49])=[O:70])[CH:56]=3)=[O:27])=[C:20]([Cl:29])[CH:19]=2)=[O:16])=[CH:30][CH:31]=1)=[O:34])([CH3:39])([CH3:38])[CH3:37]. The catalyst class is: 46. (5) Reactant: [NH2:1][C:2]1[C:7]([OH:8])=[CH:6][CH:5]=[CH:4][N:3]=1.CN(C=O)C.[H-].[Na+].Br[CH2:17][C:18]1[CH:23]=[CH:22][CH:21]=[C:20]([Cl:24])[CH:19]=1. Product: [Cl:24][C:20]1[CH:19]=[C:18]([CH:23]=[CH:22][CH:21]=1)[CH2:17][O:8][C:7]1[C:2]([NH2:1])=[N:3][CH:4]=[CH:5][CH:6]=1. The catalyst class is: 161.